This data is from Forward reaction prediction with 1.9M reactions from USPTO patents (1976-2016). The task is: Predict the product of the given reaction. (1) Given the reactants [N:1]1[CH:6]=[CH:5][CH:4]=[C:3]([C:7]2([C:11]3[S:12][CH:13]=[C:14]([C:16](OCC)=[O:17])[N:15]=3)[CH2:10][CH2:9][CH2:8]2)[CH:2]=1.[Li+].[BH4-].CO, predict the reaction product. The product is: [N:1]1[CH:6]=[CH:5][CH:4]=[C:3]([C:7]2([C:11]3[S:12][CH:13]=[C:14]([CH2:16][OH:17])[N:15]=3)[CH2:10][CH2:9][CH2:8]2)[CH:2]=1. (2) Given the reactants [CH:1]1[C:11]2[CH2:10][CH2:9][C:8]3[CH:12]=[CH:13][CH:14]=[CH:15][C:7]=3[NH:6][C:5]=2[CH:4]=[CH:3][C:2]=1[C:16]([O:18][CH2:19][CH3:20])=[O:17].[NH:21]1[CH2:26][CH2:25][CH2:24][CH2:23][CH2:22]1.[CH2:27]=O, predict the reaction product. The product is: [N:21]1([CH2:27][C:13]2[CH:14]=[CH:15][C:7]3[NH:6][C:5]4[CH:4]=[CH:3][C:2]([C:16]([O:18][CH2:19][CH3:20])=[O:17])=[CH:1][C:11]=4[CH2:10][CH2:9][C:8]=3[CH:12]=2)[CH2:26][CH2:25][CH2:24][CH2:23][CH2:22]1. (3) The product is: [Cl:1][C:2]1[CH:9]=[C:8]([N:10]([CH2:11][C:12]2[CH:17]=[CH:16][CH:15]=[CH:14][C:13]=2[C:18]([F:19])([F:20])[F:21])[C@H:22]2[CH2:26][CH2:25][N:24]([S:31]([CH2:30][CH2:29][C:28]([F:36])([F:35])[F:27])(=[O:33])=[O:32])[CH2:23]2)[CH:7]=[CH:6][C:3]=1[C:4]#[N:5]. Given the reactants [Cl:1][C:2]1[CH:9]=[C:8]([N:10]([C@H:22]2[CH2:26][CH2:25][NH:24][CH2:23]2)[CH2:11][C:12]2[CH:17]=[CH:16][CH:15]=[CH:14][C:13]=2[C:18]([F:21])([F:20])[F:19])[CH:7]=[CH:6][C:3]=1[C:4]#[N:5].[F:27][C:28]([F:36])([F:35])[CH2:29][CH2:30][S:31](Cl)(=[O:33])=[O:32], predict the reaction product. (4) Given the reactants [NH2:1][C:2]1[N:7]=[C:6]([N:8]2[CH2:32][CH2:31][C:11]3([CH2:15][N:14]([C:16]([O:18][CH2:19][C:20]4[CH:25]=[CH:24][CH:23]=[CH:22][CH:21]=4)=[O:17])[C@H:13]([C:26]([O:28][CH2:29][CH3:30])=[O:27])[CH2:12]3)[CH2:10][CH2:9]2)[CH:5]=[C:4]([O:33][C@H:34]([C:39]2[CH:44]=[CH:43][C:42](Br)=[CH:41][C:40]=2[N:46]2[CH:50]=[CH:49][C:48]([CH3:51])=[N:47]2)[C:35]([F:38])([F:37])[F:36])[N:3]=1.[C:52]1(B(O)O)[CH:57]=[CH:56][CH:55]=[CH:54][CH:53]=1.C([O-])([O-])=O.[Cs+].[Cs+], predict the reaction product. The product is: [NH2:1][C:2]1[N:7]=[C:6]([N:8]2[CH2:32][CH2:31][C:11]3([CH2:15][N:14]([C:16]([O:18][CH2:19][C:20]4[CH:25]=[CH:24][CH:23]=[CH:22][CH:21]=4)=[O:17])[C@H:13]([C:26]([O:28][CH2:29][CH3:30])=[O:27])[CH2:12]3)[CH2:10][CH2:9]2)[CH:5]=[C:4]([O:33][C@H:34]([C:39]2[CH:44]=[CH:43][C:42]([C:52]3[CH:57]=[CH:56][CH:55]=[CH:54][CH:53]=3)=[CH:41][C:40]=2[N:46]2[CH:50]=[CH:49][C:48]([CH3:51])=[N:47]2)[C:35]([F:38])([F:37])[F:36])[N:3]=1. (5) Given the reactants [H-].[Al+3].[Li+].[H-].[H-].[H-].[O:7]1[C:12]2[CH:13]=[CH:14][CH:15]=[CH:16][C:11]=2[NH:10][C:9](=O)[CH2:8]1.[Na].[OH-], predict the reaction product. The product is: [O:7]1[C:12]2[CH:13]=[CH:14][CH:15]=[CH:16][C:11]=2[NH:10][CH2:9][CH2:8]1. (6) Given the reactants [CH2:1](Br)[C:2]1[CH:7]=[CH:6][CH:5]=[CH:4][CH:3]=1.[CH2:9]([O:11][C:12]1[CH:13]=[C:14]([CH:20]=[C:21]([OH:24])[C:22]=1[I:23])[C:15]([O:17][CH2:18][CH3:19])=[O:16])[CH3:10].C(=O)([O-])[O-].[K+].[K+].O, predict the reaction product. The product is: [CH2:1]([O:24][C:21]1[CH:20]=[C:14]([CH:13]=[C:12]([O:11][CH2:9][CH3:10])[C:22]=1[I:23])[C:15]([O:17][CH2:18][CH3:19])=[O:16])[C:2]1[CH:7]=[CH:6][CH:5]=[CH:4][CH:3]=1.